Dataset: Reaction yield outcomes from USPTO patents with 853,638 reactions. Task: Predict the reaction yield, written as a fraction of the theoretical maximum amount of product (1.0 means a 100% yield; for example, 0.34 means a 34% yield). (1) The reactants are [Br:1][C:2]1[N:7]2[N:8]=[C:9]([CH3:11])[N:10]=[C:6]2[C:5]([N:12]2[CH2:17][CH2:16][NH:15][CH2:14][CH2:13]2)=[N:4][CH:3]=1.[CH2:18](Cl)Cl.C=O.C([O-])(O)=O.[Na+]. The catalyst is CO. The product is [Br:1][C:2]1[N:7]2[N:8]=[C:9]([CH3:11])[N:10]=[C:6]2[C:5]([N:12]2[CH2:17][CH2:16][N:15]([CH3:18])[CH2:14][CH2:13]2)=[N:4][CH:3]=1. The yield is 0.760. (2) The reactants are [Cl:1][C:2]1[C:11]([C:12](=O)[CH3:13])=[CH:10][C:9]2[C:4](=[CH:5][C:6]([O:16][CH2:17][C:18]3[CH:23]=[CH:22][CH:21]=[CH:20][N:19]=3)=[C:7]([Cl:15])[CH:8]=2)[N:3]=1.[CH3:24][C:25]([S@:28]([NH2:30])=[O:29])([CH3:27])[CH3:26].C1(C)C=CC=CC=1. The catalyst is C1COCC1.CC(C)[O-].[Ti+4].CC(C)[O-].CC(C)[O-].CC(C)[O-]. The product is [Cl:1][C:2]1[C:11](/[C:12](=[N:30]/[S@@:28]([C:25]([CH3:27])([CH3:26])[CH3:24])=[O:29])/[CH3:13])=[CH:10][C:9]2[C:4](=[CH:5][C:6]([O:16][CH2:17][C:18]3[CH:23]=[CH:22][CH:21]=[CH:20][N:19]=3)=[C:7]([Cl:15])[CH:8]=2)[N:3]=1. The yield is 0.500. (3) The reactants are [CH2:1]([O:5][C:6]1[CH:11]=[CH:10][N:9]=[C:8]([CH:12]=O)[CH:7]=1)[CH2:2][CH2:3][CH3:4].N[C:15]1[NH:19][CH:18]=[N:17][C:16]=1[C:20]([NH2:22])=[O:21].C(O)(=O)C.C([BH3-])#[N:28].[Na+]. The catalyst is C(OCC)(=O)C.O. The product is [CH2:1]([O:5][C:6]1[CH:11]=[CH:10][N:9]=[C:8]([CH2:12][NH:28][N:17]2[C:16]([C:20]([NH2:22])=[O:21])=[CH:15][N:19]=[CH:18]2)[CH:7]=1)[CH2:2][CH2:3][CH3:4]. The yield is 0.900. (4) The catalyst is C(#N)C. The yield is 0.920. The reactants are Cl.[CH3:2][C:3]1([CH3:31])[C:7]([CH3:9])(O)[C:6]2[C:10]([CH3:30])=[C:11]([N:16]3[CH2:21][CH2:20][N:19]([C:22]4[CH:27]=[CH:26][C:25]([O:28][CH3:29])=[CH:24][CH:23]=4)[CH2:18][CH2:17]3)[C:12]([CH3:15])=[C:13]([CH3:14])[C:5]=2[O:4]1. The product is [CH3:29][O:28][C:25]1[CH:24]=[CH:23][C:22]([N:19]2[CH2:20][CH2:21][N:16]([C:11]3[C:12]([CH3:15])=[C:13]([CH3:14])[C:5]4[O:4][C:3]([CH3:2])([CH3:31])[C:7](=[CH2:9])[C:6]=4[C:10]=3[CH3:30])[CH2:17][CH2:18]2)=[CH:27][CH:26]=1. (5) The reactants are [F:1][CH:2]([F:20])[O:3][C:4]1[CH:9]=[CH:8][C:7]([CH:10]([NH2:16])[CH2:11][S:12]([CH3:15])(=[O:14])=[O:13])=[CH:6][C:5]=1[O:17][CH2:18][CH3:19].CCN(CC)CC.C[O:29][C:30](=O)[C:31]1[C:36]([NH:37][C:38]([CH:40]2[CH2:42][CH2:41]2)=[O:39])=[CH:35][CH:34]=[CH:33][C:32]=1[CH2:43]Br. The catalyst is CN(C=O)C. The product is [F:20][CH:2]([F:1])[O:3][C:4]1[CH:9]=[CH:8][C:7]([CH:10]([N:16]2[C:30](=[O:29])[C:31]3[C:32](=[CH:33][CH:34]=[CH:35][C:36]=3[NH:37][C:38]([CH:40]3[CH2:42][CH2:41]3)=[O:39])[CH2:43]2)[CH2:11][S:12]([CH3:15])(=[O:14])=[O:13])=[CH:6][C:5]=1[O:17][CH2:18][CH3:19]. The yield is 0.300. (6) The reactants are [OH:1][C:2]1[C:11]([CH:12]([CH3:14])[CH3:13])=[CH:10][C:5]([C:6]([O:8]C)=[O:7])=[C:4]([O:15][CH2:16][O:17][CH3:18])[CH:3]=1.[OH-].[K+]. The catalyst is CO.O. The product is [OH:1][C:2]1[C:11]([CH:12]([CH3:13])[CH3:14])=[CH:10][C:5]([C:6]([OH:8])=[O:7])=[C:4]([O:15][CH2:16][O:17][CH3:18])[CH:3]=1. The yield is 0.250. (7) The reactants are [Cl:1][C:2]1[N:7]=[CH:6][C:5]2[C:8]([C:14]([OH:16])=O)=[CH:9][N:10]([CH:11]([CH3:13])[CH3:12])[C:4]=2[CH:3]=1.[CH3:17][CH2:18][N:19](C(C)C)C(C)C.CN(C(ON1N=NC2C=CC=CC1=2)=[N+](C)C)C.F[P-](F)(F)(F)(F)F.Cl.C(N)C. The catalyst is CN(C=O)C.[Cl-].[Na+].O. The product is [Cl:1][C:2]1[N:7]=[CH:6][C:5]2[C:8]([C:14]([NH:19][CH2:18][CH3:17])=[O:16])=[CH:9][N:10]([CH:11]([CH3:12])[CH3:13])[C:4]=2[CH:3]=1. The yield is 0.670. (8) The reactants are [Br:1][C:2]1[C:3]([N:17]2[CH2:22][CH2:21][CH2:20][C@@H:19]([NH:23][C:24](=[O:30])[O:25][C:26]([CH3:29])([CH3:28])[CH3:27])[CH2:18]2)=[C:4]2[C:10]([NH:11][C:12](=[O:16])[CH:13]([CH3:15])[CH3:14])=[CH:9][NH:8][C:5]2=[N:6][CH:7]=1.[CH3:31][C:32]([O:35][C:36](O[C:36]([O:35][C:32]([CH3:34])([CH3:33])[CH3:31])=[O:37])=[O:37])([CH3:34])[CH3:33].C(N(CC)CC)C.O. The catalyst is C(Cl)Cl.CN(C1C=CN=CC=1)C. The product is [Br:1][C:2]1[C:3]([N:17]2[CH2:22][CH2:21][CH2:20][C@@H:19]([NH:23][C:24]([O:25][C:26]([CH3:28])([CH3:27])[CH3:29])=[O:30])[CH2:18]2)=[C:4]2[C:10]([NH:11][C:12](=[O:16])[CH:13]([CH3:15])[CH3:14])=[CH:9][N:8]([C:36]([O:35][C:32]([CH3:34])([CH3:33])[CH3:31])=[O:37])[C:5]2=[N:6][CH:7]=1. The yield is 0.910.